Dataset: Catalyst prediction with 721,799 reactions and 888 catalyst types from USPTO. Task: Predict which catalyst facilitates the given reaction. (1) Reactant: [OH:1]OS([O-])=O.[K+].[Cl:7][C:8]1[N:13]=[C:12]([NH:14][C@@H:15]([C:26]([CH3:29])([CH3:28])[CH3:27])[CH2:16][S:17][CH2:18][C:19]([O:21][C:22]([CH3:25])([CH3:24])[CH3:23])=[O:20])[C:11]([F:30])=[CH:10][N:9]=1.[OH2:31]. Product: [Cl:7][C:8]1[N:13]=[C:12]([NH:14][C@@H:15]([C:26]([CH3:29])([CH3:28])[CH3:27])[CH2:16][S:17]([CH2:18][C:19]([O:21][C:22]([CH3:23])([CH3:24])[CH3:25])=[O:20])(=[O:1])=[O:31])[C:11]([F:30])=[CH:10][N:9]=1. The catalyst class is: 5. (2) The catalyst class is: 386. Product: [CH2:1]([S:5]([NH:8][C:9](=[O:23])[C:10]1[CH:15]=[CH:14][C:13]([NH:16][C:17](=[O:19])[CH3:18])=[C:12]([NH2:20])[CH:11]=1)(=[O:7])=[O:6])[CH2:2][CH2:3][CH3:4]. Reactant: [CH2:1]([S:5]([NH:8][C:9](=[O:23])[C:10]1[CH:15]=[CH:14][C:13]([NH:16][C:17](=[O:19])[CH3:18])=[C:12]([N+:20]([O-])=O)[CH:11]=1)(=[O:7])=[O:6])[CH2:2][CH2:3][CH3:4].CO.C(=O)(O)[O-].[K+]. (3) Reactant: [F:1][C:2]([F:27])([F:26])[C:3]([NH:5][C:6]([CH3:25])([CH3:24])[CH2:7][C:8]1[CH:13]=[CH:12][C:11]([S:14]([C:17]2[CH:22]=[CH:21][C:20]([OH:23])=[CH:19][CH:18]=2)(=[O:16])=[O:15])=[CH:10][CH:9]=1)=[O:4].C(=O)([O-])[O-].[K+].[K+].Br[CH2:35][C:36]([O:38][CH2:39][CH3:40])=[O:37].C(=O)([O-])O.[Na+]. Product: [CH3:24][C:6]([NH:5][C:3](=[O:4])[C:2]([F:1])([F:26])[F:27])([CH3:25])[CH2:7][C:8]1[CH:9]=[CH:10][C:11]([S:14]([C:17]2[CH:18]=[CH:19][C:20]([O:23][CH2:35][C:36]([O:38][CH2:39][CH3:40])=[O:37])=[CH:21][CH:22]=2)(=[O:15])=[O:16])=[CH:12][CH:13]=1. The catalyst class is: 9. (4) Reactant: C[Al](C)C.[C:5]([NH2:9])([CH3:8])([CH3:7])[CH3:6].[Cl:10][C:11]1[CH:16]=[C:15]([C:17](OC)=[O:18])[CH:14]=[C:13]([Cl:21])[N:12]=1. Product: [C:5]([NH:9][C:17](=[O:18])[C:15]1[CH:14]=[C:13]([Cl:21])[N:12]=[C:11]([Cl:10])[CH:16]=1)([CH3:8])([CH3:7])[CH3:6]. The catalyst class is: 11. (5) Reactant: [CH2:1]([CH:3]1[C:8](=[O:9])[N:7]([CH2:10][CH3:11])[C:6]2[CH:12]=[CH:13][C:14]([N+:16]([O-])=O)=[CH:15][C:5]=2[O:4]1)[CH3:2].[H][H]. Product: [NH2:16][C:14]1[CH:13]=[CH:12][C:6]2[N:7]([CH2:10][CH3:11])[C:8](=[O:9])[CH:3]([CH2:1][CH3:2])[O:4][C:5]=2[CH:15]=1. The catalyst class is: 19. (6) The catalyst class is: 4. Reactant: C([O:5][C:6]([CH:8]1[CH2:10][CH:9]1[C:11]1[CH:16]=[CH:15][C:14]([C:17](=[O:32])[C:18]([NH:21][C:22](=[O:31])[C:23]2[C:28]([F:29])=[CH:27][CH:26]=[CH:25][C:24]=2[F:30])([CH3:20])[CH3:19])=[CH:13][CH:12]=1)=[O:7])(C)(C)C.C1(S)C=CC=CC=1.FC(F)(F)C(O)=O. Product: [F:29][C:28]1[CH:27]=[CH:26][CH:25]=[C:24]([F:30])[C:23]=1[C:22]([NH:21][C:18]([CH3:20])([CH3:19])[C:17]([C:14]1[CH:13]=[CH:12][C:11]([C@@H:9]2[CH2:10][C@H:8]2[C:6]([OH:7])=[O:5])=[CH:16][CH:15]=1)=[O:32])=[O:31]. (7) Reactant: Cl.[CH3:2][O:3][C:4]1[CH:13]=[CH:12][C:11]2[CH2:10][NH:9][CH2:8][CH2:7][C:6]=2[C:5]=1[CH:14]=[O:15].CN(C)C=O.Cl[C:22]1[S:23][C:24]([C:28]([N:30]2[CH2:35][CH2:34][O:33][CH2:32][CH2:31]2)=[O:29])=[C:25]([CH3:27])[N:26]=1.C(=O)([O-])[O-].[K+].[K+]. Product: [CH3:2][O:3][C:4]1[CH:13]=[CH:12][C:11]2[CH2:10][N:9]([C:22]3[S:23][C:24]([C:28]([N:30]4[CH2:31][CH2:32][O:33][CH2:34][CH2:35]4)=[O:29])=[C:25]([CH3:27])[N:26]=3)[CH2:8][CH2:7][C:6]=2[C:5]=1[CH:14]=[O:15]. The catalyst class is: 6.